Dataset: Catalyst prediction with 721,799 reactions and 888 catalyst types from USPTO. Task: Predict which catalyst facilitates the given reaction. Reactant: [CH3:1][CH:2]([CH3:28])[CH:3]([NH:15][C:16]([CH:18]1[CH2:22][CH:21]([CH2:23][CH2:24][CH2:25][CH2:26][CH3:27])[CH2:20][NH:19]1)=[O:17])[CH:4]1[CH:9]([OH:10])[CH:8]([OH:11])[CH:7]([OH:12])[CH:6]([S:13][CH3:14])[O:5]1.[CH:29](=[NH:33])OCC.[OH-].[Na+]. Product: [CH3:1][CH:2]([CH3:28])[CH:3]([NH:15][C:16]([CH:18]1[CH2:22][CH:21]([CH2:23][CH2:24][CH2:25][CH2:26][CH3:27])[CH2:20][N:19]1[CH:29]=[NH:33])=[O:17])[CH:4]1[CH:9]([OH:10])[CH:8]([OH:11])[CH:7]([OH:12])[CH:6]([S:13][CH3:14])[O:5]1. The catalyst class is: 12.